From a dataset of Catalyst prediction with 721,799 reactions and 888 catalyst types from USPTO. Predict which catalyst facilitates the given reaction. (1) Reactant: [CH3:1][CH2:2]OCC.[Mg+2].[Br-].[Br-].[Cl:9][C:10]1[CH:34]=[CH:33][C:13]([O:14][C:15]2[CH:20]=[CH:19][C:18]([C:21](=[O:28])[CH2:22][N:23]3[CH:27]=[N:26][CH:25]=[N:24]3)=[C:17]([C:29]([F:32])([F:31])[F:30])[CH:16]=2)=[CH:12][CH:11]=1.C([Mg]Br)C. Product: [Cl:9][C:10]1[CH:11]=[CH:12][C:13]([O:14][C:15]2[CH:20]=[CH:19][C:18]([C:21]([OH:28])([CH2:1][CH3:2])[CH2:22][N:23]3[CH:27]=[N:26][CH:25]=[N:24]3)=[C:17]([C:29]([F:32])([F:30])[F:31])[CH:16]=2)=[CH:33][CH:34]=1. The catalyst class is: 410. (2) Reactant: [NH:1]1[CH2:5][CH2:4][C@H:3]([OH:6])[CH2:2]1.[C:7]([O:11][C:12]([N:14]1[CH2:17][C:16](=O)[CH2:15]1)=[O:13])([CH3:10])([CH3:9])[CH3:8].C(O[BH-](OC(=O)C)OC(=O)C)(=O)C.[Na+]. Product: [C:7]([O:11][C:12]([N:14]1[CH2:17][CH:16]([N:1]2[CH2:5][CH2:4][C@H:3]([OH:6])[CH2:2]2)[CH2:15]1)=[O:13])([CH3:10])([CH3:8])[CH3:9]. The catalyst class is: 26. (3) Reactant: [CH3:1][C:2]1[CH:7]=[CH:6][C:5]([S:8]([O:11][CH2:12][CH:13]2[CH2:17][C:16]3[CH:18]=[CH:19][CH:20]=[C:21](Br)[C:15]=3[O:14]2)(=[O:10])=[O:9])=[CH:4][CH:3]=1.[CH3:23][O:24][C:25]1[CH:26]=[C:27](B(O)O)[CH:28]=[CH:29][CH:30]=1.C(=O)([O-])[O-].[K+].[K+]. Product: [CH3:1][C:2]1[CH:7]=[CH:6][C:5]([S:8]([O:11][CH2:12][CH:13]2[CH2:17][C:16]3[CH:18]=[CH:19][CH:20]=[C:21]([C:29]4[CH:28]=[CH:27][CH:26]=[C:25]([O:24][CH3:23])[CH:30]=4)[C:15]=3[O:14]2)(=[O:10])=[O:9])=[CH:4][CH:3]=1. The catalyst class is: 608. (4) Reactant: [C:1]([O:11][CH:12]([CH3:14])[CH3:13])(=[O:10])/[CH:2]=[CH:3]/[C:4]([O:6][CH:7]([CH3:9])[CH3:8])=[O:5].[C:15]([O:25][CH2:26][CH3:27])(=[O:24])[CH:16]=[CH:17][C:18]1[CH:23]=[CH:22][CH:21]=[CH:20][CH:19]=1.[C:28]([O:32]CC[O:32][C:28](=[O:31])[CH:29]=[CH2:30])(=[O:31])[CH:29]=[CH2:30].C(OOOC(C)(C)C)(=O)C(C)(C)C. Product: [C:4]([O:6][CH:7]([CH3:9])[CH3:8])(=[O:5])/[CH:3]=[CH:2]/[C:1]([O:11][CH:12]([CH3:14])[CH3:13])=[O:10].[C:15]([O:25][CH2:26][CH3:27])(=[O:24])[CH:16]=[CH:17][C:18]1[CH:19]=[CH:20][CH:21]=[CH:22][CH:23]=1.[C:28]([O-:32])(=[O:31])[CH:29]=[CH2:30]. The catalyst class is: 83.